From a dataset of Reaction yield outcomes from USPTO patents with 853,638 reactions. Predict the reaction yield, written as a fraction of the theoretical maximum amount of product (1.0 means a 100% yield; for example, 0.34 means a 34% yield). (1) The reactants are [C:1](Cl)(=[O:3])[CH3:2].[Cl:5][C:6]1[CH:7]=[CH:8][C:9]2[N:15]([CH2:16][C:17]([CH3:21])([CH3:20])[CH2:18][OH:19])[C:14](=[O:22])[C@@H:13]([CH2:23][C:24]([NH:26][C:27]3[CH:32]=[CH:31][C:30]([CH2:33][CH2:34][C:35]([OH:37])=[O:36])=[CH:29][C:28]=3[O:38][CH3:39])=[O:25])[O:12][C@H:11]([C:40]3[CH:45]=[CH:44][CH:43]=[C:42]([O:46][CH3:47])[C:41]=3[O:48][CH3:49])[C:10]=2[CH:50]=1.N1C=CC=CC=1.C(OCC)(=O)C. The catalyst is O. The product is [C:1]([O:19][CH2:18][C:17]([CH3:20])([CH3:21])[CH2:16][N:15]1[C:9]2[CH:8]=[CH:7][C:6]([Cl:5])=[CH:50][C:10]=2[C@@H:11]([C:40]2[CH:45]=[CH:44][CH:43]=[C:42]([O:46][CH3:47])[C:41]=2[O:48][CH3:49])[O:12][C@H:13]([CH2:23][C:24]([NH:26][C:27]2[CH:32]=[CH:31][C:30]([CH2:33][CH2:34][C:35]([OH:37])=[O:36])=[CH:29][C:28]=2[O:38][CH3:39])=[O:25])[C:14]1=[O:22])(=[O:3])[CH3:2]. The yield is 0.690. (2) The reactants are [C:1]([C:5]1[N:9]([CH2:10][CH:11]2[CH2:16][CH2:15][O:14][CH2:13][CH2:12]2)[C:8]2[CH:17]=[CH:18][C:19]([S:21](Cl)(=[O:23])=[O:22])=[CH:20][C:7]=2[N:6]=1)([CH3:4])([CH3:3])[CH3:2].[CH3:25][C:26]1[CH:27]=[N:28][NH:29][CH:30]=1. The catalyst is CN(C1C=CN=CC=1)C.CC#N. The product is [C:1]([C:5]1[N:9]([CH2:10][CH:11]2[CH2:16][CH2:15][O:14][CH2:13][CH2:12]2)[C:8]2[CH:17]=[CH:18][C:19]([S:21]([N:28]3[CH:27]=[C:26]([CH3:25])[CH:30]=[N:29]3)(=[O:23])=[O:22])=[CH:20][C:7]=2[N:6]=1)([CH3:4])([CH3:3])[CH3:2]. The yield is 0.400. (3) The reactants are [Cl:1][C:2]1[C:3]([N+:11]([O-:13])=[O:12])=[C:4]([CH:8]=[CH:9][CH:10]=1)[C:5]([OH:7])=[O:6].[Si](C=[N+]=[N-])(C)(C)[CH3:15].CC(O)=O. The catalyst is CO.C(#N)C. The product is [Cl:1][C:2]1[C:3]([N+:11]([O-:13])=[O:12])=[C:4]([CH:8]=[CH:9][CH:10]=1)[C:5]([O:7][CH3:15])=[O:6]. The yield is 0.740. (4) The reactants are Cl.[NH2:2][C:3]1[CH:8]=[CH:7][C:6]([OH:9])=[CH:5][C:4]=1[Cl:10].[N+]([C:14]1[CH:19]=CC=C[CH:15]=1)([O-])=O.B(O)(O)O.S(=O)(=O)(O)O. The catalyst is OCC(CO)O. The product is [Cl:10][C:4]1[CH:5]=[C:6]([OH:9])[CH:7]=[C:8]2[C:3]=1[N:2]=[CH:19][CH:14]=[CH:15]2. The yield is 0.770. (5) The catalyst is CO.[Pd]. The product is [O:1]1[CH2:6][CH2:5][CH2:4][CH2:3][CH:2]1[N:7]1[C:15]2[C:10](=[CH:11][C:12]([CH2:16][CH2:17][C:18]([O:20][CH2:21][CH3:22])=[O:19])=[CH:13][CH:14]=2)[CH:9]=[N:8]1. The reactants are [O:1]1[CH2:6][CH2:5][CH2:4][CH2:3][CH:2]1[N:7]1[C:15]2[C:10](=[CH:11][C:12](/[CH:16]=[CH:17]/[C:18]([O:20][CH2:21][CH3:22])=[O:19])=[CH:13][CH:14]=2)[CH:9]=[N:8]1. The yield is 0.750.